From a dataset of Catalyst prediction with 721,799 reactions and 888 catalyst types from USPTO. Predict which catalyst facilitates the given reaction. (1) Reactant: [NH2:1][C@H:2]([C:10]([OH:12])=[O:11])[CH2:3][CH2:4][CH2:5][NH:6][C:7](=[NH:9])[NH2:8].[C:13](Cl)(=[O:25])[CH2:14][CH2:15][CH2:16][CH2:17][CH2:18][CH2:19][CH2:20][CH2:21][CH2:22][CH2:23][CH3:24].[OH-].[Na+].Cl. Product: [C:13]([NH:1][C@H:2]([C:10]([OH:12])=[O:11])[CH2:3][CH2:4][CH2:5][NH:6][C:7](=[NH:8])[NH2:9])(=[O:25])[CH2:14][CH2:15][CH2:16][CH2:17][CH2:18][CH2:19][CH2:20][CH2:21][CH2:22][CH2:23][CH3:24]. The catalyst class is: 657. (2) Reactant: [CH2:1]([NH:8][C:9](=[O:21])[C@@H:10]([CH2:15][O:16]C(C)(C)C)[NH:11][C:12](=[O:14])[CH3:13])[C:2]1[CH:7]=[CH:6][CH:5]=[CH:4][CH:3]=1.Cl. Product: [CH2:1]([NH:8][C:9](=[O:21])[C@@H:10]([CH2:15][OH:16])[NH:11][C:12](=[O:14])[CH3:13])[C:2]1[CH:3]=[CH:4][CH:5]=[CH:6][CH:7]=1. The catalyst class is: 4. (3) Reactant: [F:1][C:2]1[CH:3]=[N:4][CH:5]=[C:6]([C:9]=1[NH:10][CH3:11])[C:7]#[N:8].[H-].[Na+].Br[CH2:15][C:16]([O:18][CH2:19][CH3:20])=[O:17].CO. Product: [CH2:19]([O:18][C:16]([C:15]1[N:10]([CH3:11])[C:9]2[C:2]([F:1])=[CH:3][N:4]=[CH:5][C:6]=2[C:7]=1[NH2:8])=[O:17])[CH3:20]. The catalyst class is: 3. (4) Reactant: [Cl:1][CH2:2][CH:3](OCC)OCC.[NH2:10][C:11]1[CH:18]=[C:17]([Br:19])[CH:16]=[CH:15][C:12]=1[CH:13]=O.O.C1(C)C=CC(S(O)(=O)=O)=CC=1. Product: [Br:19][C:17]1[CH:18]=[C:11]2[C:12]([CH:13]=[C:2]([Cl:1])[CH:3]=[N:10]2)=[CH:15][CH:16]=1. The catalyst class is: 11. (5) Reactant: [Cl:1][C:2]1[CH:7]=[CH:6][C:5]([NH:8][C:9]([N:11]2[CH:15]=[CH:14]N=C2)=[O:10])=[CH:4][C:3]=1[C:16]([F:19])([F:18])[F:17].NC1C=[CH:36][C:24]([O:25][C:26]2[CH:31]=[CH:30][N:29]=[C:28]([C:32]([NH:34][CH3:35])=[O:33])[CH:27]=2)=[CH:23][CH:22]=1. The catalyst class is: 26. Product: [CH3:35][NH:34][C:32]([C:28]1[CH:27]=[C:26]([O:25][C:24]2[CH:36]=[CH:14][C:15]([NH:11][C:9]([NH:8][C:5]3[CH:6]=[CH:7][C:2]([Cl:1])=[C:3]([C:16]([F:17])([F:18])[F:19])[CH:4]=3)=[O:10])=[CH:22][CH:23]=2)[CH:31]=[CH:30][N:29]=1)=[O:33]. (6) The catalyst class is: 7. Product: [CH2:25]([O:24][C:22](=[O:23])[C:21](=[O:27])[CH:12]([F:11])[C:13]([C:15]1[CH:20]=[CH:19][CH:18]=[CH:17][CH:16]=1)=[O:14])[CH3:26]. Reactant: C[Si]([N-][Si](C)(C)C)(C)C.[Li+].[F:11][CH2:12][C:13]([C:15]1[CH:20]=[CH:19][CH:18]=[CH:17][CH:16]=1)=[O:14].[C:21](OCC)(=[O:27])[C:22]([O:24][CH2:25][CH3:26])=[O:23].Cl.